From a dataset of CYP2C9 inhibition data for predicting drug metabolism from PubChem BioAssay. Regression/Classification. Given a drug SMILES string, predict its absorption, distribution, metabolism, or excretion properties. Task type varies by dataset: regression for continuous measurements (e.g., permeability, clearance, half-life) or binary classification for categorical outcomes (e.g., BBB penetration, CYP inhibition). Dataset: cyp2c9_veith. (1) The compound is CCN(CC)CCCNC(=O)/C(=C/c1ccc[nH]1)NC(=O)c1ccccc1. The result is 0 (non-inhibitor). (2) The drug is O=C(c1cnccn1)N1CCC2(CCCN(Cc3nccs3)C2)CC1. The result is 1 (inhibitor). (3) The drug is Cc1ccccc1-c1noc(-c2ccc(Cl)cc2)n1. The result is 0 (non-inhibitor). (4) The compound is O=c1c(-c2ccc(F)cc2)nc2cncnc2n1C1CC1. The result is 0 (non-inhibitor). (5) The result is 0 (non-inhibitor). The molecule is O=c1[nH]c(=O)n(CCC2=CCCCC2)c(O)c1C=Nc1cccc(F)c1. (6) The compound is C#CCCCCCCCCCCCCCCCC(=O)O. The result is 1 (inhibitor). (7) The molecule is COc1ccc(COC(=O)N/N=C2/C[C@@H](O)[C@@H](O)[C@@H]3[C@@H]4C(=O)N(c5cccc(Oc6ccccc6)c5)C(=O)[C@H]4CC[C@@H]23)cc1. The result is 0 (non-inhibitor). (8) The drug is CCCc1nn(-c2ccccc2)c2c1C(c1cccs1)C(C#N)=C(N)O2. The result is 1 (inhibitor).